This data is from Full USPTO retrosynthesis dataset with 1.9M reactions from patents (1976-2016). The task is: Predict the reactants needed to synthesize the given product. (1) Given the product [F:1][C:2]1[C:3]([C:19]2[CH:24]=[CH:23][CH:22]=[CH:21][CH:20]=2)=[C:4]([CH3:18])[C:5]([C:16]#[N:17])=[C:6]2[C:10]=1[O:9][C:8]([C:11]([CH3:15])([CH3:14])[CH2:12][O:13][CH3:31])=[N:7]2, predict the reactants needed to synthesize it. The reactants are: [F:1][C:2]1[C:3]([C:19]2[CH:24]=[CH:23][CH:22]=[CH:21][CH:20]=2)=[C:4]([CH3:18])[C:5]([C:16]#[N:17])=[C:6]2[C:10]=1[O:9][C:8]([C:11]([CH3:15])([CH3:14])[CH2:12][OH:13])=[N:7]2.F[B-](F)(F)F.[H+].[CH3:31][Si](C=[N+]=[N-])(C)C.O. (2) Given the product [CH:47]1([C:45]([C@H:41]2[C@H:40]([CH3:50])[CH2:39][C@H:38]3[C@H:37]4[C:28]([C@@H:27]([C:24]5[CH:25]=[CH:26][C:21]([C:18]6[CH:19]=[CH:14][N:15]=[N:16][CH:17]=6)=[CH:22][CH:23]=5)[CH2:44][C@:42]23[CH3:43])=[C:29]2[C:34](=[CH:33][C:32](=[O:51])[CH2:31][CH2:30]2)[CH2:35][CH2:36]4)=[O:46])[CH2:49][CH2:48]1, predict the reactants needed to synthesize it. The reactants are: C([Sn]([C:14]1[N:15]=[N:16][CH:17]=[CH:18][CH:19]=1)(CCCC)CCCC)CCC.Br[C:21]1[CH:26]=[CH:25][C:24]([C@H:27]2[CH2:44][C@@:42]3([CH3:43])[C@@H:38]([CH2:39][C@@H:40]([CH3:50])[C@@H:41]3[C:45]([CH:47]3[CH2:49][CH2:48]3)=[O:46])[C@H:37]3[C:28]2=[C:29]2[C:34]([CH2:35][CH2:36]3)=[CH:33][C:32](=[O:51])[CH2:31][CH2:30]2)=[CH:23][CH:22]=1.O. (3) Given the product [CH2:1]([O:8][C:9]1[C:10]([C:20]([O:22][CH3:23])=[O:21])=[N:11][N:12]2[CH2:18][CH2:17][CH2:16][N:15]([CH2:29][C:28]3[CH:31]=[CH:32][C:25]([F:24])=[CH:26][CH:27]=3)[C:14](=[O:19])[C:13]=12)[C:2]1[CH:7]=[CH:6][CH:5]=[CH:4][CH:3]=1, predict the reactants needed to synthesize it. The reactants are: [CH2:1]([O:8][C:9]1[C:10]([C:20]([O:22][CH3:23])=[O:21])=[N:11][N:12]2[CH2:18][CH2:17][CH2:16][NH:15][C:14](=[O:19])[C:13]=12)[C:2]1[CH:7]=[CH:6][CH:5]=[CH:4][CH:3]=1.[F:24][C:25]1[CH:32]=[CH:31][C:28]([CH2:29]Br)=[CH:27][CH:26]=1. (4) Given the product [C:19]1([CH3:28])[CH:24]=[CH:23][C:22]([NH:25][C:26]([O:1][CH2:2][C:3]2[CH:4]=[C:5]([CH:16]=[CH:17][CH:18]=2)[CH2:6][CH:7]([C:8]([O:10][CH3:11])=[O:9])[C:12]([O:14][CH3:15])=[O:13])=[O:27])=[CH:21][CH:20]=1, predict the reactants needed to synthesize it. The reactants are: [OH:1][CH2:2][C:3]1[CH:4]=[C:5]([CH:16]=[CH:17][CH:18]=1)[CH2:6][CH:7]([C:12]([O:14][CH3:15])=[O:13])[C:8]([O:10][CH3:11])=[O:9].[C:19]1([CH3:28])[CH:24]=[CH:23][C:22]([N:25]=[C:26]=[O:27])=[CH:21][CH:20]=1. (5) Given the product [F:26][C:23]1[CH:24]=[CH:25][C:20]([CH2:19][C:18]([NH:17][C:14]2[CH:13]=[CH:12][C:11]([C:6]3[CH:7]=[CH:8][C:9]4[N:4]([N:3]=[C:2]([NH:1][C:29]5[CH:34]=[CH:33][C:32]([S:35]([CH3:38])(=[O:37])=[O:36])=[CH:31][C:30]=5[O:39][CH3:40])[N:10]=4)[N:5]=3)=[CH:16][CH:15]=2)=[O:27])=[CH:21][CH:22]=1, predict the reactants needed to synthesize it. The reactants are: [NH2:1][C:2]1[N:10]=[C:9]2[N:4]([N:5]=[C:6]([C:11]3[CH:16]=[CH:15][C:14]([NH:17][C:18](=[O:27])[CH2:19][C:20]4[CH:25]=[CH:24][C:23]([F:26])=[CH:22][CH:21]=4)=[CH:13][CH:12]=3)[CH:7]=[CH:8]2)[N:3]=1.Br[C:29]1[CH:34]=[CH:33][C:32]([S:35]([CH3:38])(=[O:37])=[O:36])=[CH:31][C:30]=1[O:39][CH3:40].CC(C1C=C(C(C)C)C(C2C=CC=CC=2P(C2CCCCC2)C2CCCCC2)=C(C(C)C)C=1)C. (6) Given the product [F:26][C:11]1[CH:10]=[C:9]([C:6]2[CH:5]=[CH:4][N:3]=[C:2]3[NH:1][C:33]([C:31]4[CH:30]=[N:29][N:28]([CH3:27])[CH:32]=4)=[N:8][C:7]=23)[CH:14]=[CH:13][C:12]=1[C:15]1([NH:18][C:19](=[O:25])[O:20][C:21]([CH3:22])([CH3:23])[CH3:24])[CH2:16][CH2:17]1, predict the reactants needed to synthesize it. The reactants are: [NH2:1][C:2]1[C:7]([NH2:8])=[C:6]([C:9]2[CH:14]=[CH:13][C:12]([C:15]3([NH:18][C:19](=[O:25])[O:20][C:21]([CH3:24])([CH3:23])[CH3:22])[CH2:17][CH2:16]3)=[C:11]([F:26])[CH:10]=2)[CH:5]=[CH:4][N:3]=1.[CH3:27][N:28]1[CH:32]=[C:31]([CH:33]=O)[CH:30]=[N:29]1. (7) Given the product [Cl:14][C:12]1[C:11]([C:15]([F:16])([F:17])[F:18])=[CH:10][C:9]2[NH:19][C:20](=[O:45])[CH2:21][C:22]([C:24]3[CH:29]=[CH:28][CH:27]=[C:26]([C:30]4[CH:31]=[C:32]([CH3:44])[N:33]=[C:34]([CH2:36][OH:37])[CH:35]=4)[CH:25]=3)=[N:7][C:8]=2[CH:13]=1, predict the reactants needed to synthesize it. The reactants are: C(OC(=O)[NH:7][C:8]1[CH:13]=[C:12]([Cl:14])[C:11]([C:15]([F:18])([F:17])[F:16])=[CH:10][C:9]=1[NH:19][C:20](=[O:45])[CH2:21][C:22]([C:24]1[CH:29]=[CH:28][CH:27]=[C:26]([C:30]2[CH:35]=[C:34]([CH2:36][O:37]C3CCCCO3)[N:33]=[C:32]([CH3:44])[CH:31]=2)[CH:25]=1)=O)(C)(C)C.C(O)(C(F)(F)F)=O.